This data is from Reaction yield outcomes from USPTO patents with 853,638 reactions. The task is: Predict the reaction yield, written as a fraction of the theoretical maximum amount of product (1.0 means a 100% yield; for example, 0.34 means a 34% yield). (1) The reactants are [O:1]=[C:2]1[C:11]2[C:6](=[CH:7][CH:8]=[CH:9][CH:10]=2)[C:5]2[CH2:12][C:13]3[C:14]([C:19](OC)=[O:20])=[CH:15][CH:16]=[CH:17][C:18]=3[C:4]=2[NH:3]1. The catalyst is C1COCC1. The product is [OH:20][CH2:19][C:14]1[C:13]2[CH2:12][C:5]3[C:6]4[C:11](=[CH:10][CH:9]=[CH:8][CH:7]=4)[C:2](=[O:1])[NH:3][C:4]=3[C:18]=2[CH:17]=[CH:16][CH:15]=1. The yield is 0.930. (2) The reactants are C[O:2][C:3]1[CH:8]=[C:7]([CH2:9][NH+:10]([O-])[C:11](=[O:20])[O:12][CH2:13][C:14]2[CH:15]=[N:16][CH:17]=[CH:18][CH:19]=2)[CH:6]=[CH:5][N:4]=1.C(Cl)(=[O:24])C.CC(C)=O.O. The catalyst is ClCCl. The product is [OH:24][N:4]1[CH:5]=[CH:6][C:7]([CH2:9][NH:10][C:11](=[O:20])[O:12][CH2:13][C:14]2[CH:15]=[N:16][CH:17]=[CH:18][CH:19]=2)=[CH:8][C:3]1=[O:2]. The yield is 0.370. (3) The catalyst is C(Cl)Cl. The reactants are C(O)(C(F)(F)F)=O.[CH:8]([C:11]1[N:12]=[C:13]([C:16]2[CH:25]=[C:24]([O:26][CH:27]3[CH2:45][CH:44]4[N:29]([C:30](=[O:65])[N:31](CC5C=CC(OC)=CC=5)[CH2:32][CH2:33][CH2:34][CH2:35][CH2:36][CH:37]=[CH:38][CH:39]5[C:41]([C:47]([NH:49][S:50]([CH:53]6[CH2:55][CH2:54]6)(=[O:52])=[O:51])=[O:48])([NH:42][C:43]4=[O:46])[CH2:40]5)[CH2:28]3)[C:23]3[C:18](=[C:19]([CH3:68])[C:20]([O:66][CH3:67])=[CH:21][CH:22]=3)[N:17]=2)[S:14][CH:15]=1)([CH3:10])[CH3:9].O.C([O-])(O)=O.[Na+]. The yield is 0.730. The product is [CH:8]([C:11]1[N:12]=[C:13]([C:16]2[CH:25]=[C:24]([O:26][CH:27]3[CH2:45][CH:44]4[N:29]([C:30](=[O:65])[NH:31][CH2:32][CH2:33][CH2:34][CH2:35][CH2:36][CH:37]=[CH:38][CH:39]5[C:41]([C:47]([NH:49][S:50]([CH:53]6[CH2:55][CH2:54]6)(=[O:52])=[O:51])=[O:48])([NH:42][C:43]4=[O:46])[CH2:40]5)[CH2:28]3)[C:23]3[C:18](=[C:19]([CH3:68])[C:20]([O:66][CH3:67])=[CH:21][CH:22]=3)[N:17]=2)[S:14][CH:15]=1)([CH3:10])[CH3:9]. (4) The reactants are [Cl-].O[NH3+:3].[C:4](=[O:7])([O-])[OH:5].[Na+].CS(C)=O.[OH:13][CH2:14][C:15]([CH3:50])([CH3:49])[O:16][C:17]1[CH:22]=[CH:21][C:20]([N:23]2[C:28](=[O:29])[C:27]([CH2:30][C:31]3[CH:36]=[CH:35][C:34]([C:37]4[C:38]([C:43]#[N:44])=[CH:39][CH:40]=[CH:41][CH:42]=4)=[CH:33][CH:32]=3)=[C:26]([CH2:45][CH2:46][CH3:47])[N:25]=[C:24]2[CH3:48])=[CH:19][CH:18]=1. The catalyst is O.C(OCC)(=O)C. The product is [OH:13][CH2:14][C:15]([CH3:49])([CH3:50])[O:16][C:17]1[CH:22]=[CH:21][C:20]([N:23]2[C:28](=[O:29])[C:27]([CH2:30][C:31]3[CH:36]=[CH:35][C:34]([C:37]4[CH:42]=[CH:41][CH:40]=[CH:39][C:38]=4[C:43]4[NH:3][C:4](=[O:7])[O:5][N:44]=4)=[CH:33][CH:32]=3)=[C:26]([CH2:45][CH2:46][CH3:47])[N:25]=[C:24]2[CH3:48])=[CH:19][CH:18]=1. The yield is 0.260. (5) The reactants are [OH:1][C:2]1[CH:10]=[CH:9][CH:8]=[C:7]2[C:3]=1[C:4]1([C:24]3[C:15](=[CH:16][C:17]4[O:22][CH2:21][CH2:20][O:19][C:18]=4[CH:23]=3)[O:14][CH2:13]1)[C:5](=[O:12])[N:6]2[CH3:11].[CH2:25](Br)[C:26]1[CH:31]=[CH:30][CH:29]=[CH:28][CH:27]=1.C(=O)([O-])[O-].[Cs+].[Cs+]. The catalyst is CN(C)C=O. The product is [CH2:25]([O:1][C:2]1[CH:10]=[CH:9][CH:8]=[C:7]2[C:3]=1[C:4]1([C:24]3[C:15](=[CH:16][C:17]4[O:22][CH2:21][CH2:20][O:19][C:18]=4[CH:23]=3)[O:14][CH2:13]1)[C:5](=[O:12])[N:6]2[CH3:11])[C:26]1[CH:31]=[CH:30][CH:29]=[CH:28][CH:27]=1. The yield is 0.410.